Dataset: Reaction yield outcomes from USPTO patents with 853,638 reactions. Task: Predict the reaction yield, written as a fraction of the theoretical maximum amount of product (1.0 means a 100% yield; for example, 0.34 means a 34% yield). The reactants are [CH2:1]([O:3][C:4]1[CH:9]=[C:8]([F:10])[C:7]([N+:11]([O-])=O)=[CH:6][C:5]=1[F:14])[CH3:2]. The catalyst is [Pd].C(O)C. The product is [CH2:1]([O:3][C:4]1[C:5]([F:14])=[CH:6][C:7]([NH2:11])=[C:8]([F:10])[CH:9]=1)[CH3:2]. The yield is 0.980.